From a dataset of NCI-60 drug combinations with 297,098 pairs across 59 cell lines. Regression. Given two drug SMILES strings and cell line genomic features, predict the synergy score measuring deviation from expected non-interaction effect. (1) Drug 1: C1CC(=O)NC(=O)C1N2CC3=C(C2=O)C=CC=C3N. Drug 2: C1C(C(OC1N2C=NC3=C2NC=NCC3O)CO)O. Cell line: HCT-15. Synergy scores: CSS=2.03, Synergy_ZIP=-1.56, Synergy_Bliss=-1.47, Synergy_Loewe=-1.27, Synergy_HSA=-1.10. (2) Drug 1: CC1=C(C=C(C=C1)NC(=O)C2=CC=C(C=C2)CN3CCN(CC3)C)NC4=NC=CC(=N4)C5=CN=CC=C5. Drug 2: COC1=C2C(=CC3=C1OC=C3)C=CC(=O)O2. Cell line: SNB-75. Synergy scores: CSS=3.32, Synergy_ZIP=-0.440, Synergy_Bliss=1.28, Synergy_Loewe=-0.611, Synergy_HSA=-0.307. (3) Drug 1: CC1C(C(CC(O1)OC2CC(CC3=C2C(=C4C(=C3O)C(=O)C5=C(C4=O)C(=CC=C5)OC)O)(C(=O)C)O)N)O.Cl. Drug 2: CC(C)CN1C=NC2=C1C3=CC=CC=C3N=C2N. Cell line: SNB-75. Synergy scores: CSS=6.75, Synergy_ZIP=-1.06, Synergy_Bliss=0.362, Synergy_Loewe=-27.3, Synergy_HSA=-0.844. (4) Drug 1: CNC(=O)C1=NC=CC(=C1)OC2=CC=C(C=C2)NC(=O)NC3=CC(=C(C=C3)Cl)C(F)(F)F. Drug 2: CCC1(CC2CC(C3=C(CCN(C2)C1)C4=CC=CC=C4N3)(C5=C(C=C6C(=C5)C78CCN9C7C(C=CC9)(C(C(C8N6C)(C(=O)OC)O)OC(=O)C)CC)OC)C(=O)OC)O.OS(=O)(=O)O. Cell line: OVCAR-8. Synergy scores: CSS=1.03, Synergy_ZIP=-0.0375, Synergy_Bliss=-2.19, Synergy_Loewe=-1.27, Synergy_HSA=-3.03. (5) Drug 1: CCN(CC)CCCC(C)NC1=C2C=C(C=CC2=NC3=C1C=CC(=C3)Cl)OC. Drug 2: COCCOC1=C(C=C2C(=C1)C(=NC=N2)NC3=CC=CC(=C3)C#C)OCCOC.Cl. Cell line: LOX IMVI. Synergy scores: CSS=21.5, Synergy_ZIP=-1.91, Synergy_Bliss=3.44, Synergy_Loewe=-7.62, Synergy_HSA=0.313. (6) Drug 2: COC1=C2C(=CC3=C1OC=C3)C=CC(=O)O2. Synergy scores: CSS=34.4, Synergy_ZIP=0.459, Synergy_Bliss=-1.24, Synergy_Loewe=-17.7, Synergy_HSA=-2.04. Cell line: U251. Drug 1: C1CN1C2=NC(=NC(=N2)N3CC3)N4CC4. (7) Drug 1: CCCCCOC(=O)NC1=NC(=O)N(C=C1F)C2C(C(C(O2)C)O)O. Drug 2: N.N.Cl[Pt+2]Cl. Cell line: HCT-15. Synergy scores: CSS=35.1, Synergy_ZIP=-11.9, Synergy_Bliss=-4.41, Synergy_Loewe=-14.8, Synergy_HSA=-1.98. (8) Drug 1: CC(C)(C#N)C1=CC(=CC(=C1)CN2C=NC=N2)C(C)(C)C#N. Drug 2: C1CCC(C(C1)N)N.C(=O)(C(=O)[O-])[O-].[Pt+4]. Cell line: OVCAR3. Synergy scores: CSS=17.1, Synergy_ZIP=-3.30, Synergy_Bliss=1.08, Synergy_Loewe=-1.38, Synergy_HSA=-1.39. (9) Drug 1: C1=CC=C(C=C1)NC(=O)CCCCCCC(=O)NO. Drug 2: COC1=C2C(=CC3=C1OC=C3)C=CC(=O)O2. Cell line: COLO 205. Synergy scores: CSS=10.1, Synergy_ZIP=-2.76, Synergy_Bliss=-2.78, Synergy_Loewe=0.454, Synergy_HSA=-3.93. (10) Drug 1: CN(C)C1=NC(=NC(=N1)N(C)C)N(C)C. Drug 2: C1CC(C1)(C(=O)O)C(=O)O.[NH2-].[NH2-].[Pt+2]. Cell line: SK-MEL-5. Synergy scores: CSS=28.2, Synergy_ZIP=-7.86, Synergy_Bliss=-0.0421, Synergy_Loewe=-27.6, Synergy_HSA=-4.26.